Dataset: Forward reaction prediction with 1.9M reactions from USPTO patents (1976-2016). Task: Predict the product of the given reaction. (1) Given the reactants [O:1]([C:8]1[CH:9]=[C:10]([CH:13]=[CH:14][CH:15]=1)[CH:11]=O)[C:2]1[CH:7]=[CH:6][CH:5]=[CH:4][CH:3]=1.[C:16]([C:20]1[CH:29]=[CH:28][C:23]([C:24]([NH:26][NH2:27])=[O:25])=[CH:22][CH:21]=1)([CH3:19])([CH3:18])[CH3:17], predict the reaction product. The product is: [C:16]([C:20]1[CH:29]=[CH:28][C:23]([C:24]([NH:26][N:27]=[CH:11][C:10]2[CH:13]=[CH:14][CH:15]=[C:8]([O:1][C:2]3[CH:7]=[CH:6][CH:5]=[CH:4][CH:3]=3)[CH:9]=2)=[O:25])=[CH:22][CH:21]=1)([CH3:19])([CH3:17])[CH3:18]. (2) Given the reactants [Br:1][C:2]1[CH:7]=[CH:6][C:5]([CH:8]([C:20]2[CH:25]=[CH:24][CH:23]=[CH:22][C:21]=2[CH3:26])[CH2:9][C:10]([C:12]2[CH:13]=[CH:14][C:15](=[O:19])[N:16]([CH3:18])[CH:17]=2)=[O:11])=[CH:4][CH:3]=1.BrC[CH:29]1[CH2:31][CH2:30]1.C(=O)([O-])[O-].[K+].[K+], predict the reaction product. The product is: [Br:1][C:2]1[CH:3]=[CH:4][C:5]([CH:8]([C:20]2[CH:25]=[CH:24][CH:23]=[CH:22][C:21]=2[CH3:26])[CH2:9][C:10]([C:12]2[CH:13]=[CH:14][C:15](=[O:19])[N:16]([CH2:18][CH:29]3[CH2:31][CH2:30]3)[CH:17]=2)=[O:11])=[CH:6][CH:7]=1.